Dataset: Forward reaction prediction with 1.9M reactions from USPTO patents (1976-2016). Task: Predict the product of the given reaction. (1) Given the reactants [S:1]1[CH:5]=[CH:4][C:3]2[C:6](=O)[CH2:7][CH2:8][C:2]1=2.[N:10]([C:13]1[CH:18]=[CH:17][CH:16]=[C:15]([O:19][CH3:20])[CH:14]=1)=[C:11]=S.C[Si](C)(C)[Si](C)(C)C.[Li].O.[NH2:31][NH2:32], predict the reaction product. The product is: [S:1]1[CH:5]=[CH:4][C:3]2[C:6]3[NH:31][N:32]=[C:11]([NH:10][C:13]4[CH:18]=[CH:17][CH:16]=[C:15]([O:19][CH3:20])[CH:14]=4)[C:7]=3[CH2:8][C:2]1=2. (2) Given the reactants C(OC1C=CC(N2C3C(=CC=CC=3)C=C2CCO)=CC=1)C1C=CC=CC=1.C(OC1C=CC([N:41]2[C:49]3[C:44](=[CH:45][CH:46]=[CH:47][CH:48]=3)[CH:43]=[C:42]2[CH2:50][CH2:51][O:52][Si:53]([C:56]([CH3:59])([CH3:58])[CH3:57])([CH3:55])[CH3:54])=CC=1)C1C=CC=CC=1.[F-].C([N+](CCCC)(CCCC)CCCC)CCC, predict the reaction product. The product is: [Si:53]([O:52][CH2:51][CH2:50][C:42]#[C:43][C:44]1[CH:45]=[CH:46][CH:47]=[CH:48][C:49]=1[NH2:41])([C:56]([CH3:58])([CH3:59])[CH3:57])([CH3:55])[CH3:54]. (3) Given the reactants [CH3:1][O:2][C:3]1[C:8]([CH3:9])=[C:7]([C:10]2[CH:11]=[CH:12][C:13]3[C:14]4[N:23]([C@H:24]5[CH2:28][CH2:27][O:26][CH2:25]5)[N:22]=[CH:21][C:15]=4[C:16](=[O:20])[NH:17][C:18]=3[CH:19]=2)[C:6]([CH3:29])=[CH:5][N:4]=1.[C:30]1([CH3:40])[CH:35]=[CH:34][C:33]([S:36]([OH:39])(=[O:38])=[O:37])=[CH:32][CH:31]=1, predict the reaction product. The product is: [C:30]1([CH3:40])[CH:31]=[CH:32][C:33]([S:36]([OH:39])(=[O:37])=[O:38])=[CH:34][CH:35]=1.[CH3:1][O:2][C:3]1[C:8]([CH3:9])=[C:7]([C:10]2[CH:11]=[CH:12][C:13]3[C:14]4[N:23]([C@H:24]5[CH2:28][CH2:27][O:26][CH2:25]5)[N:22]=[CH:21][C:15]=4[C:16](=[O:20])[NH:17][C:18]=3[CH:19]=2)[C:6]([CH3:29])=[CH:5][N:4]=1. (4) Given the reactants [C:1]([C:4]1[S:8][C:7]([NH2:9])=[C:6]([C:10]([N:12]2[CH2:17][CH2:16][CH:15]([N:18]3[CH2:30][CH2:29][CH2:28][C:20]4([C:24](=[O:25])[O:23][C:22]([CH3:27])([CH3:26])[CH2:21]4)[CH2:19]3)[CH2:14][CH2:13]2)=[O:11])[C:5]=1[CH3:31])(=[O:3])[CH3:2].[CH2:32]([N:34]=[C:35]=[O:36])[CH3:33].C(OC(C)C)(C)C, predict the reaction product. The product is: [C:1]([C:4]1[S:8][C:7]([NH:9][C:35]([NH:34][CH2:32][CH3:33])=[O:36])=[C:6]([C:10]([N:12]2[CH2:17][CH2:16][CH:15]([N:18]3[CH2:30][CH2:29][CH2:28][C:20]4([C:24](=[O:25])[O:23][C:22]([CH3:27])([CH3:26])[CH2:21]4)[CH2:19]3)[CH2:14][CH2:13]2)=[O:11])[C:5]=1[CH3:31])(=[O:3])[CH3:2].